The task is: Predict the product of the given reaction.. This data is from Forward reaction prediction with 1.9M reactions from USPTO patents (1976-2016). (1) Given the reactants [CH3:1][C:2]([CH3:17])([CH2:12][S:13]([CH3:16])(=[O:15])=[O:14])[CH2:3][NH:4]C(=O)OC(C)(C)C.[ClH:18], predict the reaction product. The product is: [ClH:18].[CH3:1][C:2]([CH3:17])([CH2:12][S:13]([CH3:16])(=[O:15])=[O:14])[CH2:3][NH2:4]. (2) Given the reactants [F:1][C:2]([C:5]1[CH:10]=[CH:9][N:8]2[C:11]([Sn](CCCC)(CCCC)CCCC)=[CH:12][N:13]=[C:7]2[N:6]=1)([F:4])[CH3:3].Br[C:28]1[C:29]([F:41])=[C:30]([C:35]2[CH:36]=[N:37][CH:38]=[CH:39][CH:40]=2)[C:31]([F:34])=[CH:32][CH:33]=1, predict the reaction product. The product is: [F:4][C:2]([C:5]1[CH:10]=[CH:9][N:8]2[C:11]([C:32]3[CH:33]=[CH:28][C:29]([F:41])=[C:30]([C:35]4[CH:36]=[N:37][CH:38]=[CH:39][CH:40]=4)[C:31]=3[F:34])=[CH:12][N:13]=[C:7]2[N:6]=1)([F:1])[CH3:3]. (3) Given the reactants C(C1C=CC(B(O)O)=CC=1)#N.[O-]P([O-])([O-])=O.[K+].[K+].[K+].[C:20]([C:22]1[CH:27]=[CH:26][C:25]([C:28]2[N:32]3[CH:33]=[C:34]([C:37]4[CH:60]=[CH:59][C:40]([C:41]([N:43]5[CH2:58][CH2:57][C:46]6([CH2:49][N:48](C(OC(C)(C)C)=O)[CH2:47]6)[CH2:45][CH2:44]5)=[O:42])=[CH:39][CH:38]=4)[CH:35]=[CH:36][C:31]3=[N:30][CH:29]=2)=[CH:24][CH:23]=1)#[N:21], predict the reaction product. The product is: [CH2:47]1[C:46]2([CH2:45][CH2:44][N:43]([C:41]([C:40]3[CH:39]=[CH:38][C:37]([C:34]4[CH:35]=[CH:36][C:31]5[N:32]([C:28]([C:25]6[CH:24]=[CH:23][C:22]([C:20]#[N:21])=[CH:27][CH:26]=6)=[CH:29][N:30]=5)[CH:33]=4)=[CH:60][CH:59]=3)=[O:42])[CH2:58][CH2:57]2)[CH2:49][NH:48]1. (4) Given the reactants [NH2:1][C:2]1[CH:6]=[C:5]([C:7]2[CH:12]=[CH:11][CH:10]=[CH:9][CH:8]=2)[S:4][C:3]=1[C:13]#[N:14].C([OH:17])C, predict the reaction product. The product is: [NH2:1][C:2]1[CH:6]=[C:5]([C:7]2[CH:12]=[CH:11][CH:10]=[CH:9][CH:8]=2)[S:4][C:3]=1[C:13]([NH2:14])=[O:17]. (5) Given the reactants [Br:1][C:2]1[CH:3]=[CH:4][C:5]2[C:6]3[N:14]([CH2:15][CH2:16][CH2:17][CH:18]=[O:19])[C:13]([CH2:20][CH2:21][CH3:22])=[N:12][C:7]=3[CH:8]=[N:9][C:10]=2[CH:11]=1.[CH3:23][Mg]I.Cl, predict the reaction product. The product is: [Br:1][C:2]1[CH:3]=[CH:4][C:5]2[C:6]3[N:14]([CH2:15][CH2:16][CH2:17][CH:18]([OH:19])[CH3:23])[C:13]([CH2:20][CH2:21][CH3:22])=[N:12][C:7]=3[CH:8]=[N:9][C:10]=2[CH:11]=1. (6) The product is: [OH:27][C@@H:24]1[CH2:25][CH2:26][N:22]([C:21]2[CH:20]=[CH:19][C:4]([C:5]([NH:7][C:8]3[CH:13]=[CH:12][C:11]([O:14][C:15]([F:18])([F:17])[F:16])=[CH:10][CH:9]=3)=[O:6])=[CH:3][C:2]=2[C:32]2[CH:33]=[N:34][C:29]([CH3:28])=[CH:30][CH:31]=2)[CH2:23]1. Given the reactants Br[C:2]1[CH:3]=[C:4]([CH:19]=[CH:20][C:21]=1[N:22]1[CH2:26][CH2:25][C@@H:24]([OH:27])[CH2:23]1)[C:5]([NH:7][C:8]1[CH:13]=[CH:12][C:11]([O:14][C:15]([F:18])([F:17])[F:16])=[CH:10][CH:9]=1)=[O:6].[CH3:28][C:29]1[N:34]=[CH:33][C:32](B(O)O)=[CH:31][CH:30]=1, predict the reaction product.